From a dataset of Reaction yield outcomes from USPTO patents with 853,638 reactions. Predict the reaction yield, written as a fraction of the theoretical maximum amount of product (1.0 means a 100% yield; for example, 0.34 means a 34% yield). (1) The reactants are [NH4+].[OH-].S[C:4]1[N:5]=[C:6]([OH:14])[C:7]2[C@H:12]([CH3:13])[CH2:11][CH2:10][C:8]=2[N:9]=1. The catalyst is [Ni].O. The product is [CH3:13][C@H:12]1[C:7]2[C:6]([OH:14])=[N:5][CH:4]=[N:9][C:8]=2[CH2:10][CH2:11]1. The yield is 0.990. (2) The reactants are [Br:1][C:2]1[CH:10]=[C:9]2[C:5]([CH:6]=[C:7]([CH2:12][CH2:13][NH2:14])[N:8]2[CH3:11])=[CH:4][CH:3]=1.[C:15](O)([C:17](F)(F)F)=O.[CH3:22][C:23]([O:26][C:27](O[C:27]([O:26][C:23]([CH3:25])([CH3:24])[CH3:22])=[O:28])=[O:28])([CH3:25])[CH3:24].[CH3:37]CN(CC)CC. The catalyst is CC(C)=O.C(Cl)Cl. The product is [Br:1][C:2]1[CH:3]=[CH:4][C:5]2[C:6]3[C:15]([CH3:17])([CH3:37])[N:14]([C:27]([O:26][C:23]([CH3:25])([CH3:24])[CH3:22])=[O:28])[CH2:13][CH2:12][C:7]=3[N:8]([CH3:11])[C:9]=2[CH:10]=1. The yield is 0.650. (3) The reactants are Br[C:2]1[CH:10]=[C:9]([NH2:11])[C:8]([O:12][CH3:13])=[C:7]2[C:3]=1[C:4]1[CH:17]=[C:16]([CH3:18])[CH:15]=[N:14][C:5]=1[NH:6]2.[CH2:19]([S:21]([C:24]1[CH:25]=[C:26](B(O)O)[CH:27]=[CH:28][CH:29]=1)(=[O:23])=[O:22])[CH3:20].O1CCOCC1.C([O-])([O-])=O.[K+].[K+]. The catalyst is CCOC(C)=O.C1C=CC([P]([Pd]([P](C2C=CC=CC=2)(C2C=CC=CC=2)C2C=CC=CC=2)([P](C2C=CC=CC=2)(C2C=CC=CC=2)C2C=CC=CC=2)[P](C2C=CC=CC=2)(C2C=CC=CC=2)C2C=CC=CC=2)(C2C=CC=CC=2)C2C=CC=CC=2)=CC=1. The product is [CH2:19]([S:21]([C:24]1[CH:29]=[C:28]([C:2]2[CH:10]=[C:9]([NH2:11])[C:8]([O:12][CH3:13])=[C:7]3[C:3]=2[C:4]2[CH:17]=[C:16]([CH3:18])[CH:15]=[N:14][C:5]=2[NH:6]3)[CH:27]=[CH:26][CH:25]=1)(=[O:22])=[O:23])[CH3:20]. The yield is 0.820. (4) The reactants are C([O:9][C@@H:10]1[C@@H:15]([OH:16])[C@H:14]([O:17]CC2C=CC=CC=2)[C@@H:13]([CH2:25][O:26]CC2C=CC=CC=2)[O:12][C@H:11]1[O:34][C@@H:35]1[C@@H:40]([CH2:41][O:42]CC2C=CC=CC=2)[O:39][C@H:38]([O:50][C@@H:51]2[C@@H:80]([O:81]CC3C=CC=CC=3)[C@H:79]([O:89]CC3C=CC=CC=3)[C@@H:78]([CH2:97][O:98]CC3C=CC=CC=3)[O:77][C@@H:52]2[O:53][CH2:54][CH2:55][CH2:56][CH2:57][CH:58](C(OCC2C=CC=CC=2)=O)[NH:59]CC2C=CC=CC=2)[C@H:37]([O:106]CC2C=CC=CC=2)[C@H:36]1[OH:114])(=O)C1C=CC=CC=1. The catalyst is C1COCC1. The product is [C@@H:11]1([O:34][C@@H:35]2[C@@H:40]([CH2:41][OH:42])[O:39][C@H:38]([O:50][C@@H:51]3[C@@H:80]([OH:81])[C@H:79]([OH:89])[C@@H:78]([CH2:97][OH:98])[O:77][C@@H:52]3[O:53][CH2:54][CH2:55][CH2:56][CH2:57][CH2:58][NH2:59])[C@H:37]([OH:106])[C@H:36]2[OH:114])[O:12][C@H:13]([CH2:25][OH:26])[C@@H:14]([OH:17])[C@H:15]([OH:16])[C@H:10]1[OH:9]. The yield is 0.660. (5) The reactants are BrC1C=CC(CC[C@@](C)(S(C)(=O)=O)C(OCC)=O)=CC=1.B1(B2OC(C)(C)C(C)(C)O2)OC(C)(C)C(C)(C)O1.[CH3:39][C:40]([S:63]([CH3:66])(=[O:65])=[O:64])([CH2:46][CH2:47][C:48]1[CH:53]=[CH:52][C:51]([B:54]2[O:58][C:57]([CH3:60])([CH3:59])[C:56]([CH3:62])([CH3:61])[O:55]2)=[CH:50][CH:49]=1)[C:41]([O:43][CH2:44][CH3:45])=[O:42]. No catalyst specified. The product is [CH3:39][C@@:40]([S:63]([CH3:66])(=[O:64])=[O:65])([CH2:46][CH2:47][C:48]1[CH:49]=[CH:50][C:51]([B:54]2[O:58][C:57]([CH3:59])([CH3:60])[C:56]([CH3:62])([CH3:61])[O:55]2)=[CH:52][CH:53]=1)[C:41]([O:43][CH2:44][CH3:45])=[O:42]. The yield is 0.930.